Dataset: Catalyst prediction with 721,799 reactions and 888 catalyst types from USPTO. Task: Predict which catalyst facilitates the given reaction. (1) Reactant: [Br-].[In+3].[Br-].[Br-].[F:5][C:6]1[CH:7]=[C:8]2[C:12](=[CH:13][CH:14]=1)[NH:11][C:10]([CH3:15])=[CH:9]2.[CH2:16]([S:20](Cl)(=[O:22])=[O:21])[CH2:17][CH2:18][CH3:19]. Product: [CH2:16]([S:20]([C:9]1[C:8]2[C:12](=[CH:13][CH:14]=[C:6]([F:5])[CH:7]=2)[NH:11][C:10]=1[CH3:15])(=[O:22])=[O:21])[CH2:17][CH2:18][CH3:19]. The catalyst class is: 26. (2) Reactant: [F:1][C:2]1[CH:7]=[C:6]([N+:8]([O-:10])=[O:9])[CH:5]=[C:4]([F:11])[C:3]=1[N:12]1[CH2:21][CH2:20][C:15]2(OCC[O:16]2)[CH2:14][CH2:13]1.O.Cl. Product: [F:1][C:2]1[CH:7]=[C:6]([N+:8]([O-:10])=[O:9])[CH:5]=[C:4]([F:11])[C:3]=1[N:12]1[CH2:21][CH2:20][C:15](=[O:16])[CH2:14][CH2:13]1. The catalyst class is: 21. (3) Reactant: [NH2:1][C:2]1[CH:13]=[C:12]([C:14]([F:17])([F:16])[F:15])[CH:11]=[CH:10][C:3]=1[C:4]([N:6]([O:8][CH3:9])[CH3:7])=[O:5].[CH:18](=O)[CH3:19].C(O[BH3-])(=O)C.[Na+]. Product: [CH2:18]([NH:1][C:2]1[CH:13]=[C:12]([C:14]([F:15])([F:16])[F:17])[CH:11]=[CH:10][C:3]=1[C:4]([N:6]([O:8][CH3:9])[CH3:7])=[O:5])[CH3:19]. The catalyst class is: 2.